Dataset: Full USPTO retrosynthesis dataset with 1.9M reactions from patents (1976-2016). Task: Predict the reactants needed to synthesize the given product. (1) The reactants are: [CH2:1]([N:8]1[C:16]2[C:11](=[C:12]([O:18]CC3C=CC=CC=3)[CH:13]=[C:14]([F:17])[CH:15]=2)[CH:10]=[C:9]1[C:26]([NH2:28])=[O:27])[C:2]1[CH:7]=[CH:6][CH:5]=[CH:4][CH:3]=1. Given the product [CH2:1]([N:8]1[C:16]2[C:11](=[C:12]([OH:18])[CH:13]=[C:14]([F:17])[CH:15]=2)[CH:10]=[C:9]1[C:26]([NH2:28])=[O:27])[C:2]1[CH:3]=[CH:4][CH:5]=[CH:6][CH:7]=1, predict the reactants needed to synthesize it. (2) Given the product [CH2:23]([O:25][C:26](=[O:30])[CH:27]([N:12]1[CH2:11][CH2:10][C:9]2[C:14](=[CH:15][CH:16]=[C:7]([O:6][CH2:5][C:4]3[CH:18]=[CH:19][CH:20]=[C:2]([F:1])[CH:3]=3)[CH:8]=2)[C:13]1=[O:17])[CH3:28])[CH3:24], predict the reactants needed to synthesize it. The reactants are: [F:1][C:2]1[CH:3]=[C:4]([CH:18]=[CH:19][CH:20]=1)[CH2:5][O:6][C:7]1[CH:8]=[C:9]2[C:14](=[CH:15][CH:16]=1)[C:13](=[O:17])[NH:12][CH2:11][CH2:10]2.[H-].[Na+].[CH2:23]([O:25][C:26](=[O:30])[CH:27](Br)[CH3:28])[CH3:24].O. (3) The reactants are: N1C=CN=C1CN1C(=O)COC2N=C(C3C=CC(C4(N)CCC4)=CC=3)C(C3C=CC=CC=3)=CC1=2.C(OC(=O)[NH:41][C:42]1([C:46]2[CH:51]=[CH:50][C:49]([C:52]3[C:53]([C:69]4[CH:74]=[CH:73][CH:72]=[CH:71][CH:70]=4)=[CH:54][C:55]4[N:56]([CH2:66][CH2:67][F:68])[C:57](=[O:65])[N:58]([CH2:62][CH2:63][F:64])[CH2:59][C:60]=4[N:61]=3)=[CH:48][CH:47]=2)[CH2:45][CH2:44][CH2:43]1)(C)(C)C. Given the product [NH2:41][C:42]1([C:46]2[CH:51]=[CH:50][C:49]([C:52]3[C:53]([C:69]4[CH:70]=[CH:71][CH:72]=[CH:73][CH:74]=4)=[CH:54][C:55]4[N:56]([CH2:66][CH2:67][F:68])[C:57](=[O:65])[N:58]([CH2:62][CH2:63][F:64])[CH2:59][C:60]=4[N:61]=3)=[CH:48][CH:47]=2)[CH2:43][CH2:44][CH2:45]1, predict the reactants needed to synthesize it. (4) Given the product [C:18]([O:22][C:23](=[O:53])[NH:24][C:25]1([C:29]2[CH:30]=[CH:31][C:32]([C:35]3[C:44]([C:45]4[CH:46]=[CH:47][CH:48]=[CH:49][CH:50]=4)=[CH:43][C:42]4[C:41]5=[N:51][N:52]=[CH:1][N:40]5[CH:39]=[CH:38][C:37]=4[N:36]=3)=[CH:33][CH:34]=2)[CH2:28][CH2:27][CH2:26]1)([CH3:21])([CH3:19])[CH3:20], predict the reactants needed to synthesize it. The reactants are: [CH2:1](Cl)CCl.C1C=CC2N(O)N=NC=2C=1.C(O)=O.[C:18]([O:22][C:23](=[O:53])[NH:24][C:25]1([C:29]2[CH:34]=[CH:33][C:32]([C:35]3[C:44]([C:45]4[CH:50]=[CH:49][CH:48]=[CH:47][CH:46]=4)=[CH:43][C:42]4[C:37](=[CH:38][CH:39]=[N:40][C:41]=4[NH:51][NH2:52])[N:36]=3)=[CH:31][CH:30]=2)[CH2:28][CH2:27][CH2:26]1)([CH3:21])([CH3:20])[CH3:19]. (5) Given the product [NH2:1][C:2]1[CH:3]=[CH:4][C:5]([C:14]2[O:13][CH:17]=[CH:16][CH:15]=2)=[C:6]([CH:11]=1)[C:7]([O:9][CH3:10])=[O:8], predict the reactants needed to synthesize it. The reactants are: [NH2:1][C:2]1[CH:3]=[CH:4][C:5](Br)=[C:6]([CH:11]=1)[C:7]([O:9][CH3:10])=[O:8].[O:13]1[CH:17]=[CH:16][CH:15]=[C:14]1B(O)O.C(=O)([O-])[O-].[K+].[K+].Cl.